From a dataset of Forward reaction prediction with 1.9M reactions from USPTO patents (1976-2016). Predict the product of the given reaction. (1) The product is: [OH:2][NH:1][C:6]([CH:7]=[CH:8][C:9]1[CH:10]=[CH:11][C:12]([CH2:15][NH:16][C:17](=[O:37])[C:18]2[CH:23]=[CH:22][C:21]([N:24]3[CH2:29][CH2:28][N:27]([CH2:30][C:31]4[CH:32]=[N:33][CH:34]=[CH:35][CH:36]=4)[CH2:26][CH2:25]3)=[CH:20][CH:19]=2)=[CH:13][CH:14]=1)=[O:5]. Given the reactants [NH2:1][OH:2].C([O:5][C:6](=O)[CH:7]=[CH:8][C:9]1[CH:14]=[CH:13][C:12]([CH2:15][NH:16][C:17](=[O:37])[C:18]2[CH:23]=[CH:22][C:21]([N:24]3[CH2:29][CH2:28][N:27]([CH2:30][C:31]4[CH:32]=[N:33][CH:34]=[CH:35][CH:36]=4)[CH2:26][CH2:25]3)=[CH:20][CH:19]=2)=[CH:11][CH:10]=1)C, predict the reaction product. (2) Given the reactants O[CH2:2][C:3]1[N:4]([CH2:28][C:29]2[CH:34]=[CH:33][CH:32]=[CH:31][CH:30]=2)[C:5]2[C:10]([C:11]=1[C:12](=[O:16])[C:13]([OH:15])=[O:14])=[CH:9][C:8]([C:17]1[CH:22]=[CH:21][C:20]([O:23][C:24]([F:27])([F:26])[F:25])=[CH:19][CH:18]=1)=[CH:7][CH:6]=2.[K].Cl, predict the reaction product. The product is: [CH2:28]([N:4]1[C:5]2[C:10](=[CH:9][C:8]([C:17]3[CH:22]=[CH:21][C:20]([O:23][C:24]([F:26])([F:25])[F:27])=[CH:19][CH:18]=3)=[CH:7][CH:6]=2)[C:11]2[C:12](=[O:16])[C:13](=[O:14])[O:15][CH2:2][C:3]1=2)[C:29]1[CH:34]=[CH:33][CH:32]=[CH:31][CH:30]=1. (3) Given the reactants Cl[C:2]1[N:3]=[C:4]([N:13]2[CH2:18][CH2:17][O:16][CH2:15][CH2:14]2)[C:5]2[S:10][C:9](I)=[C:8]([CH3:12])[C:6]=2[N:7]=1.[C:19]([NH:22][C:23]1[CH:24]=[C:25](B(O)O)[CH:26]=[CH:27][CH:28]=1)(=[O:21])[CH3:20].CC1(C)C(C)(C)OB([C:40]2[CH:48]=[CH:47][CH:46]=[C:45]3[C:41]=2[CH:42]=[N:43][NH:44]3)O1, predict the reaction product. The product is: [NH:44]1[C:45]2[C:41](=[C:40]([C:2]3[N:3]=[C:4]([N:13]4[CH2:18][CH2:17][O:16][CH2:15][CH2:14]4)[C:5]4[S:10][C:9]([C:27]5[CH:28]=[C:23]([NH:22][C:19](=[O:21])[CH3:20])[CH:24]=[CH:25][CH:26]=5)=[C:8]([CH3:12])[C:6]=4[N:7]=3)[CH:48]=[CH:47][CH:46]=2)[CH:42]=[N:43]1. (4) Given the reactants [F:1][C:2]1[C:10]([C:11]([OH:13])=O)=[C:9]2[C:5]([CH:6]=[CH:7][NH:8]2)=[CH:4][CH:3]=1.[C:14]([C:18]1[CH:34]=[CH:33][C:21]([CH2:22][NH:23][CH2:24][CH2:25][C:26]2[CH:31]=[CH:30][C:29]([F:32])=[CH:28][CH:27]=2)=[CH:20][CH:19]=1)([CH3:17])([CH3:16])[CH3:15].C(Cl)Cl.CCN=C=NCCCN(C)C.Cl, predict the reaction product. The product is: [C:14]([C:18]1[CH:34]=[CH:33][C:21]([CH2:22][N:23]([CH2:24][CH2:25][C:26]2[CH:31]=[CH:30][C:29]([F:32])=[CH:28][CH:27]=2)[C:11]([C:10]2[C:2]([F:1])=[CH:3][CH:4]=[C:5]3[C:9]=2[NH:8][CH:7]=[CH:6]3)=[O:13])=[CH:20][CH:19]=1)([CH3:17])([CH3:15])[CH3:16].